Predict the reaction yield, written as a fraction of the theoretical maximum amount of product (1.0 means a 100% yield; for example, 0.34 means a 34% yield). From a dataset of Reaction yield outcomes from USPTO patents with 853,638 reactions. (1) The reactants are [F:1][C:2]([F:22])([F:21])[C:3]1[CH:8]=[CH:7][CH:6]=[CH:5][C:4]=1[C:9]1[CH:14]=[CH:13][N:12]2[N:15]=[CH:16][C:17]([C:18](O)=[O:19])=[C:11]2[N:10]=1.[CH3:23][C:24]1[N:25]=[CH:26][C:27]([NH2:30])=[N:28][CH:29]=1.B(O)(O)O. The catalyst is CC1C=C(C)C=C(C)C=1. The product is [CH3:23][C:24]1[N:25]=[CH:26][C:27]([NH:30][C:18]([C:17]2[CH:16]=[N:15][N:12]3[CH:13]=[CH:14][C:9]([C:4]4[CH:5]=[CH:6][CH:7]=[CH:8][C:3]=4[C:2]([F:21])([F:22])[F:1])=[N:10][C:11]=23)=[O:19])=[N:28][CH:29]=1. The yield is 0.170. (2) The reactants are [CH2:1]([C:3]([C:25]1[CH:30]=[CH:29][C:28](OS(C(F)(F)F)(=O)=O)=[C:27]([CH3:39])[CH:26]=1)([C:6]1[CH:11]=[CH:10][C:9](/[CH:12]=[CH:13]/[C:14]([OH:23])([C:19]([F:22])([F:21])[F:20])[C:15]([F:18])([F:17])[F:16])=[C:8]([CH3:24])[CH:7]=1)[CH2:4][CH3:5])[CH3:2].CCN([CH2:45][CH3:46])CC.[CH3:47][O:48][C:49](=[O:55])[CH2:50][CH2:51][CH2:52][C:53]#C.C(OCC)(=O)C. The catalyst is CN(C=O)C.C1C=CC(P(C2C=CC=CC=2)[C-]2C=CC=C2)=CC=1.C1C=CC(P(C2C=CC=CC=2)[C-]2C=CC=C2)=CC=1.Cl[Pd]Cl.[Fe+2].C(Cl)Cl. The product is [CH3:47][O:48][C:49](=[O:55])[CH2:50][CH2:51][CH2:52][CH2:53][C:39]#[C:27][C:28]1[CH:29]=[CH:30][C:25]([C:3]([CH2:4][CH3:5])([C:6]2[CH:11]=[CH:10][C:9](/[CH:12]=[CH:13]/[C:14]([OH:23])([C:15]([F:16])([F:17])[F:18])[C:19]([F:22])([F:21])[F:20])=[C:8]([CH3:24])[CH:7]=2)[CH2:1][CH3:2])=[CH:26][C:45]=1[CH3:46]. The yield is 0.610. (3) The reactants are [C:1]([C:5]1[CH:6]=[C:7]2[C:12](=[C:13]([F:15])[CH:14]=1)[C:11](=[O:16])[N:10]([C:17]1[CH:18]=[N:19][CH:20]=[C:21]([C:25]3[CH:30]=[C:29]([NH:31][C:32]4[CH:37]=[CH:36][C:35]([N:38]5[CH2:43][CH2:42][N:41]([CH:44]6[CH2:47][O:46][CH2:45]6)[CH2:40][C@@H:39]5[CH3:48])=[CH:34][N:33]=4)[C:28](=[O:49])[N:27]([CH3:50])[CH:26]=3)[C:22]=1[CH:23]=[O:24])[N:9]=[CH:8]2)([CH3:4])([CH3:3])[CH3:2].[BH4-].[Na+]. The catalyst is CO. The product is [C:1]([C:5]1[CH:6]=[C:7]2[C:12](=[C:13]([F:15])[CH:14]=1)[C:11](=[O:16])[N:10]([C:17]1[CH:18]=[N:19][CH:20]=[C:21]([C:25]3[CH:30]=[C:29]([NH:31][C:32]4[CH:37]=[CH:36][C:35]([N:38]5[CH2:43][CH2:42][N:41]([CH:44]6[CH2:47][O:46][CH2:45]6)[CH2:40][C@@H:39]5[CH3:48])=[CH:34][N:33]=4)[C:28](=[O:49])[N:27]([CH3:50])[CH:26]=3)[C:22]=1[CH2:23][OH:24])[N:9]=[CH:8]2)([CH3:3])([CH3:2])[CH3:4]. The yield is 0.187. (4) The reactants are [C:1]([O:5][C:6](=[O:27])[N:7]([C:9]1[CH:14]=[CH:13][CH:12]=[C:11]([CH2:15][CH2:16][O:17][C:18]2[CH:19]=[C:20]3[C:24](=[CH:25][CH:26]=2)[NH:23][CH:22]=[CH:21]3)[N:10]=1)[CH3:8])([CH3:4])([CH3:3])[CH3:2].[CH2:28]([O:30][C:31](=[O:40])[C:32]#[C:33][C:34]1[CH:39]=[CH:38][CH:37]=[CH:36][CH:35]=1)[CH3:29]. No catalyst specified. The product is [CH2:28]([O:30][C:31](=[O:40])[CH:32]=[C:33]([N:23]1[C:24]2[C:20](=[CH:19][C:18]([O:17][CH2:16][CH2:15][C:11]3[CH:12]=[CH:13][CH:14]=[C:9]([N:7]([C:6]([O:5][C:1]([CH3:4])([CH3:2])[CH3:3])=[O:27])[CH3:8])[N:10]=3)=[CH:26][CH:25]=2)[CH:21]=[CH:22]1)[C:34]1[CH:39]=[CH:38][CH:37]=[CH:36][CH:35]=1)[CH3:29]. The yield is 0.810. (5) The reactants are C1(P(C2C=CC=CC=2)C2C=CC=CC=2)C=CC=CC=1.CCOC(/N=N/C(OCC)=O)=O.[Cl:32][C:33]1[C:38]([F:39])=[CH:37][CH:36]=[C:35]([Cl:40])[C:34]=1[CH:41]([OH:43])C.O[C:45]1[C:46]([N+:51]([O-:53])=[O:52])=[N:47][CH:48]=[CH:49][CH:50]=1. The catalyst is C1(C)C=CC=CC=1.C1COCC1. The product is [Cl:32][C:33]1[C:38]([F:39])=[CH:37][CH:36]=[C:35]([Cl:40])[C:34]=1[CH2:41][O:43][C:45]1[C:46]([N+:51]([O-:53])=[O:52])=[N:47][CH:48]=[CH:49][CH:50]=1. The yield is 0.980.